Dataset: Full USPTO retrosynthesis dataset with 1.9M reactions from patents (1976-2016). Task: Predict the reactants needed to synthesize the given product. Given the product [N:1]1([C:7]2[CH:8]=[C:9]3[C:13](=[CH:14][CH:15]=2)[CH:12]([NH2:16])[CH2:11][CH2:10]3)[CH2:6][CH2:5][O:4][CH2:3][CH2:2]1, predict the reactants needed to synthesize it. The reactants are: [N:1]1([C:7]2[CH:8]=[C:9]3[C:13](=[CH:14][CH:15]=2)[C:12](=[N:16]O)[CH2:11][CH2:10]3)[CH2:6][CH2:5][O:4][CH2:3][CH2:2]1.[H][H].